From a dataset of NCI-60 drug combinations with 297,098 pairs across 59 cell lines. Regression. Given two drug SMILES strings and cell line genomic features, predict the synergy score measuring deviation from expected non-interaction effect. (1) Drug 1: CC12CCC3C(C1CCC2OP(=O)(O)O)CCC4=C3C=CC(=C4)OC(=O)N(CCCl)CCCl.[Na+]. Drug 2: CC1C(C(CC(O1)OC2CC(CC3=C2C(=C4C(=C3O)C(=O)C5=C(C4=O)C(=CC=C5)OC)O)(C(=O)CO)O)N)O.Cl. Cell line: TK-10. Synergy scores: CSS=30.2, Synergy_ZIP=-0.978, Synergy_Bliss=-3.30, Synergy_Loewe=-25.0, Synergy_HSA=-2.55. (2) Drug 1: CS(=O)(=O)C1=CC(=C(C=C1)C(=O)NC2=CC(=C(C=C2)Cl)C3=CC=CC=N3)Cl. Drug 2: CN1C2=C(C=C(C=C2)N(CCCl)CCCl)N=C1CCCC(=O)O.Cl. Cell line: RXF 393. Synergy scores: CSS=15.6, Synergy_ZIP=-3.14, Synergy_Bliss=3.28, Synergy_Loewe=-5.70, Synergy_HSA=2.63. (3) Drug 1: CC(C1=C(C=CC(=C1Cl)F)Cl)OC2=C(N=CC(=C2)C3=CN(N=C3)C4CCNCC4)N. Drug 2: C1=CC(=CC=C1CCCC(=O)O)N(CCCl)CCCl. Cell line: SK-OV-3. Synergy scores: CSS=26.8, Synergy_ZIP=-2.17, Synergy_Bliss=1.83, Synergy_Loewe=1.56, Synergy_HSA=2.03. (4) Drug 1: CCN(CC)CCNC(=O)C1=C(NC(=C1C)C=C2C3=C(C=CC(=C3)F)NC2=O)C. Drug 2: CC(C)CN1C=NC2=C1C3=CC=CC=C3N=C2N. Cell line: OVCAR-4. Synergy scores: CSS=-8.87, Synergy_ZIP=2.86, Synergy_Bliss=-2.12, Synergy_Loewe=-9.87, Synergy_HSA=-9.27. (5) Drug 1: CC(C)(C#N)C1=CC(=CC(=C1)CN2C=NC=N2)C(C)(C)C#N. Drug 2: C1CN(P(=O)(OC1)NCCCl)CCCl. Cell line: RXF 393. Synergy scores: CSS=0.0380, Synergy_ZIP=0.118, Synergy_Bliss=-0.792, Synergy_Loewe=-1.27, Synergy_HSA=-1.57. (6) Drug 1: CC1=C2C(C(=O)C3(C(CC4C(C3C(C(C2(C)C)(CC1OC(=O)C(C(C5=CC=CC=C5)NC(=O)OC(C)(C)C)O)O)OC(=O)C6=CC=CC=C6)(CO4)OC(=O)C)OC)C)OC. Drug 2: COC1=C(C=C2C(=C1)N=CN=C2NC3=CC(=C(C=C3)F)Cl)OCCCN4CCOCC4. Cell line: SK-MEL-2. Synergy scores: CSS=68.6, Synergy_ZIP=13.0, Synergy_Bliss=13.0, Synergy_Loewe=14.1, Synergy_HSA=16.4. (7) Drug 1: CCN(CC)CCNC(=O)C1=C(NC(=C1C)C=C2C3=C(C=CC(=C3)F)NC2=O)C. Drug 2: C1C(C(OC1N2C=NC(=NC2=O)N)CO)O. Cell line: OVCAR3. Synergy scores: CSS=-20.9, Synergy_ZIP=3.27, Synergy_Bliss=-13.3, Synergy_Loewe=-35.0, Synergy_HSA=-29.5. (8) Drug 1: C1=CC(=C2C(=C1NCCNCCO)C(=O)C3=C(C=CC(=C3C2=O)O)O)NCCNCCO. Drug 2: C1CCC(C(C1)N)N.C(=O)(C(=O)[O-])[O-].[Pt+4]. Cell line: MCF7. Synergy scores: CSS=49.2, Synergy_ZIP=-2.24, Synergy_Bliss=0.295, Synergy_Loewe=3.95, Synergy_HSA=5.72.